Dataset: NCI-60 drug combinations with 297,098 pairs across 59 cell lines. Task: Regression. Given two drug SMILES strings and cell line genomic features, predict the synergy score measuring deviation from expected non-interaction effect. (1) Drug 1: CS(=O)(=O)C1=CC(=C(C=C1)C(=O)NC2=CC(=C(C=C2)Cl)C3=CC=CC=N3)Cl. Drug 2: C1C(C(OC1N2C=NC3=C(N=C(N=C32)Cl)N)CO)O. Cell line: RPMI-8226. Synergy scores: CSS=-10.2, Synergy_ZIP=7.67, Synergy_Bliss=8.51, Synergy_Loewe=-3.17, Synergy_HSA=-2.17. (2) Drug 1: CCC1=C2CN3C(=CC4=C(C3=O)COC(=O)C4(CC)O)C2=NC5=C1C=C(C=C5)O. Drug 2: CN1C2=C(C=C(C=C2)N(CCCl)CCCl)N=C1CCCC(=O)O.Cl. Cell line: OVCAR3. Synergy scores: CSS=11.8, Synergy_ZIP=0.825, Synergy_Bliss=2.97, Synergy_Loewe=-11.6, Synergy_HSA=0.974. (3) Drug 1: CN1C(=O)N2C=NC(=C2N=N1)C(=O)N. Drug 2: C(CN)CNCCSP(=O)(O)O. Cell line: A549. Synergy scores: CSS=5.43, Synergy_ZIP=-1.15, Synergy_Bliss=1.05, Synergy_Loewe=3.27, Synergy_HSA=0.574. (4) Cell line: MDA-MB-231. Synergy scores: CSS=7.04, Synergy_ZIP=1.37, Synergy_Bliss=8.19, Synergy_Loewe=1.73, Synergy_HSA=4.59. Drug 1: CN(C)C1=NC(=NC(=N1)N(C)C)N(C)C. Drug 2: COCCOC1=C(C=C2C(=C1)C(=NC=N2)NC3=CC=CC(=C3)C#C)OCCOC.Cl. (5) Drug 1: CCC1=CC2CC(C3=C(CN(C2)C1)C4=CC=CC=C4N3)(C5=C(C=C6C(=C5)C78CCN9C7C(C=CC9)(C(C(C8N6C)(C(=O)OC)O)OC(=O)C)CC)OC)C(=O)OC.C(C(C(=O)O)O)(C(=O)O)O. Drug 2: C1CN(P(=O)(OC1)NCCCl)CCCl. Cell line: T-47D. Synergy scores: CSS=36.4, Synergy_ZIP=-1.74, Synergy_Bliss=1.19, Synergy_Loewe=-30.5, Synergy_HSA=1.14.